This data is from Full USPTO retrosynthesis dataset with 1.9M reactions from patents (1976-2016). The task is: Predict the reactants needed to synthesize the given product. (1) Given the product [C:11]([C:13]1[CH:18]=[CH:17][C:16]([O:9][C:6]2[CH:7]=[CH:8][C:3]([C:1]#[N:2])=[CH:4][CH:5]=2)=[CH:15][C:14]=1[Cl:20])(=[O:12])[CH3:10], predict the reactants needed to synthesize it. The reactants are: [C:1]([C:3]1[CH:8]=[CH:7][C:6]([OH:9])=[CH:5][CH:4]=1)#[N:2].[CH3:10][C:11]([C:13]1[CH:18]=[CH:17][C:16](F)=[CH:15][C:14]=1[Cl:20])=[O:12].C([O-])([O-])=O.[K+].[K+].CCCCCCC.CCOC(C)=O. (2) Given the product [C:4]([CH:6]1[CH2:10][CH2:9][N:8]([C:11]([O:13][C:14]([CH3:15])([CH3:16])[CH3:17])=[O:12])[CH2:7]1)(=[O:5])[C:19]1[CH:24]=[CH:23][CH:22]=[CH:21][CH:20]=1, predict the reactants needed to synthesize it. The reactants are: CON(C)[C:4]([CH:6]1[CH2:10][CH2:9][N:8]([C:11]([O:13][C:14]([CH3:17])([CH3:16])[CH3:15])=[O:12])[CH2:7]1)=[O:5].[C:19]1([Li])[CH:24]=[CH:23][CH:22]=[CH:21][CH:20]=1. (3) Given the product [C:36]1(=[O:45])[N:35]([CH2:34][C:33](=[O:46])[CH2:32][NH:1][C@@H:2]([C:6]2[O:7][C:8]3[C:13]([C:14](=[O:23])[C:15]=2[CH2:16][C:17]2[CH:22]=[CH:21][CH:20]=[CH:19][CH:18]=2)=[CH:12][CH:11]=[C:10]([Cl:24])[CH:9]=3)[CH:3]([CH3:4])[CH3:5])[C:39](=[O:40])[C:38]2=[CH:41][CH:42]=[CH:43][CH:44]=[C:37]12, predict the reactants needed to synthesize it. The reactants are: [NH2:1][C@@H:2]([C:6]1[O:7][C:8]2[C:13]([C:14](=[O:23])[C:15]=1[CH2:16][C:17]1[CH:22]=[CH:21][CH:20]=[CH:19][CH:18]=1)=[CH:12][CH:11]=[C:10]([Cl:24])[CH:9]=2)[CH:3]([CH3:5])[CH3:4].C([O-])([O-])=O.[K+].[K+].Br[CH2:32][C:33](=[O:46])[CH2:34][N:35]1[C:39](=[O:40])[C:38]2=[CH:41][CH:42]=[CH:43][CH:44]=[C:37]2[C:36]1=[O:45].